The task is: Predict the reaction yield, written as a fraction of the theoretical maximum amount of product (1.0 means a 100% yield; for example, 0.34 means a 34% yield).. This data is from Reaction yield outcomes from USPTO patents with 853,638 reactions. (1) The catalyst is CN(C)C=O.[Cu]I. The product is [Cl:1][C:2]1[C:3]2[C:10]([S:27][C:25]3[CH:26]=[C:21]([F:20])[CH:22]=[CH:23][C:24]=3[O:28][CH3:29])=[CH:9][N:8]([CH2:12][O:13][CH2:14][CH2:15][Si:16]([CH3:19])([CH3:18])[CH3:17])[C:4]=2[N:5]=[CH:6][N:7]=1. The yield is 0.260. The reactants are [Cl:1][C:2]1[C:3]2[C:10](I)=[CH:9][N:8]([CH2:12][O:13][CH2:14][CH2:15][Si:16]([CH3:19])([CH3:18])[CH3:17])[C:4]=2[N:5]=[CH:6][N:7]=1.[F:20][C:21]1[CH:22]=[CH:23][C:24]([O:28][CH3:29])=[C:25]([SH:27])[CH:26]=1.C(=O)([O-])[O-].[K+].[K+]. (2) The reactants are [C:1]([C:5]1[CH:10]=[C:9]([C:11]([F:14])([F:13])[F:12])[C:8]([N+:15]([O-])=O)=[CH:7][C:6]=1[O:18][CH3:19])([CH3:4])([CH3:3])[CH3:2].C([O-])=O.[NH4+]. The catalyst is CCO.[Pd]. The product is [C:1]([C:5]1[CH:10]=[C:9]([C:11]([F:14])([F:12])[F:13])[C:8]([NH2:15])=[CH:7][C:6]=1[O:18][CH3:19])([CH3:4])([CH3:2])[CH3:3]. The yield is 0.950. (3) The yield is 0.450. No catalyst specified. The product is [CH3:23][O:24][C:25]1[CH:26]=[CH:27][C:28]([CH2:29][N:30]2[C:34]3=[N:35][C:36]([C:44]([F:47])([F:45])[F:46])=[CH:37][C:38]([CH2:39][OH:40])=[C:33]3[N:32]=[CH:31]2)=[CH:48][CH:49]=1. The reactants are COC1C=CC(CN2C3=NC=CC(CO)=C3N=C2)=CC=1.[BH4-].[Na+].[CH3:23][O:24][C:25]1[CH:49]=[CH:48][C:28]([CH2:29][N:30]2[C:34]3=[N:35][C:36]([C:44]([F:47])([F:46])[F:45])=[CH:37][C:38]([C:39](OCC)=[O:40])=[C:33]3[N:32]=[CH:31]2)=[CH:27][CH:26]=1. (4) The reactants are [CH3:1][CH:2]1[NH:7][CH2:6][C:5]2[C:8]([C:11]3[CH:15]=[CH:14][S:13][CH:12]=3)=[N:9][NH:10][C:4]=2[CH2:3]1.[Cl:16][C:17]1[CH:18]=[C:19]([NH:23][C:24](=O)[O:25]C2C=CC=CC=2)[CH:20]=[CH:21][CH:22]=1.O. The catalyst is C(Cl)Cl. The product is [Cl:16][C:17]1[CH:18]=[C:19]([NH:23][C:24]([N:7]2[CH:2]([CH3:1])[CH2:3][C:4]3[NH:10][N:9]=[C:8]([C:11]4[CH:15]=[CH:14][S:13][CH:12]=4)[C:5]=3[CH2:6]2)=[O:25])[CH:20]=[CH:21][CH:22]=1. The yield is 0.440.